Dataset: Forward reaction prediction with 1.9M reactions from USPTO patents (1976-2016). Task: Predict the product of the given reaction. Given the reactants [CH2:1]([O:3][C:4](=[O:12])[C:5]1[CH:10]=[CH:9][C:8](I)=[CH:7][CH:6]=1)[CH3:2].[NH2:13][C:14]1[CH:15]=[N:16][C:17]([CH3:20])=[CH:18][CH:19]=1.C([O-])([O-])=O.[Cs+].[Cs+], predict the reaction product. The product is: [CH2:1]([O:3][C:4](=[O:12])[C:5]1[CH:10]=[CH:9][C:8]([NH:13][C:14]2[CH:15]=[N:16][C:17]([CH3:20])=[CH:18][CH:19]=2)=[CH:7][CH:6]=1)[CH3:2].